Dataset: Catalyst prediction with 721,799 reactions and 888 catalyst types from USPTO. Task: Predict which catalyst facilitates the given reaction. (1) Reactant: [CH3:1][O:2][C:3]([C:5]1[CH:6]=[C:7]([CH:11]=[C:12]([C:14]2[CH:19]=[CH:18][C:17]([CH3:20])=[CH:16][N:15]=2)[CH:13]=1)[C:8](O)=[O:9])=[O:4].N.O1CCOCC1.C(Cl)CCl.C1C=CC2N(O)N=[N:38][C:36]=2C=1.C(N(CC)C(C)C)(C)C. Product: [CH3:36][NH:38][C:8]([C:7]1[CH:6]=[C:5]([CH:13]=[C:12]([C:14]2[CH:19]=[CH:18][C:17]([CH3:20])=[CH:16][N:15]=2)[CH:11]=1)[C:3]([O:2][CH3:1])=[O:4])=[O:9]. The catalyst class is: 9. (2) Reactant: [N:1]1[CH:6]=[CH:5][C:4]([CH:7]=O)=[CH:3][CH:2]=1.C[Si](C)(C)[N-:11][Si](C)(C)C.[Li+].[CH:19]([Mg]Br)([CH3:21])[CH3:20].Cl. The catalyst class is: 7. Product: [CH3:20][CH:19]([CH3:21])[CH:7]([C:4]1[CH:5]=[CH:6][N:1]=[CH:2][CH:3]=1)[NH2:11]. (3) Reactant: [CH3:1][N:2]([CH3:18])[S:3]([C:6]1[CH:7]=[CH:8][C:9]2[N:10]([N:12]=[CH:13][C:14]=2[C:15](Cl)=[O:16])[CH:11]=1)(=[O:5])=[O:4].[NH2:19][C:20]1[CH:21]=[C:22]([CH:36]=[CH:37][C:38]=1[CH3:39])[C:23]([NH:25][C:26]1[CH:31]=[CH:30][CH:29]=[C:28]([C:32]([F:35])([F:34])[F:33])[CH:27]=1)=[O:24]. Product: [CH3:39][C:38]1[CH:37]=[CH:36][C:22]([C:23](=[O:24])[NH:25][C:26]2[CH:31]=[CH:30][CH:29]=[C:28]([C:32]([F:33])([F:34])[F:35])[CH:27]=2)=[CH:21][C:20]=1[NH:19][C:15]([C:14]1[CH:13]=[N:12][N:10]2[CH:11]=[C:6]([S:3](=[O:5])(=[O:4])[N:2]([CH3:18])[CH3:1])[CH:7]=[CH:8][C:9]=12)=[O:16]. The catalyst class is: 17. (4) Reactant: [O:1]1[CH2:6][CH2:5][N:4]([C:7]2[CH:8]=[C:9]([C:14]3[CH:27]=[CH:26][CH:25]=[C:24]4[C:15]=3[O:16][C:17]3[CH:18]=[CH:19][C:20]([NH:28][C@H:29]5[CH2:34][CH2:33][C@H:32]([NH:35]C(=O)OCC6C=CC=CC=6)[CH2:31][CH2:30]5)=[CH:21][C:22]=3[CH2:23]4)[NH:10][C:11](=[O:13])[CH:12]=2)[CH2:3][CH2:2]1.C([O-])=O.[NH4+]. Product: [NH2:35][C@H:32]1[CH2:33][CH2:34][C@H:29]([NH:28][C:20]2[CH:21]=[C:22]3[C:17]([O:16][C:15]4[C:14]([C:9]5[NH:10][C:11](=[O:13])[CH:12]=[C:7]([N:4]6[CH2:5][CH2:6][O:1][CH2:2][CH2:3]6)[CH:8]=5)=[CH:27][CH:26]=[CH:25][C:24]=4[CH2:23]3)=[CH:18][CH:19]=2)[CH2:30][CH2:31]1. The catalyst class is: 352. (5) Reactant: [CH:1]1([C:7]2[C:8]3[CH:9]=[CH:10][C:11]([C:26]([O:28][CH3:29])=[O:27])=[CH:12][C:13]=3[N:14]3[C:21]=2[C:20]2[CH:22]=[CH:23][CH:24]=[CH:25][C:19]=2[NH:18][CH2:17][CH2:16][CH2:15]3)[CH2:6][CH2:5][CH2:4][CH2:3][CH2:2]1.Cl[CH2:31]CCl.C=O.[BH-](OC(C)=O)(OC(C)=O)OC(C)=O.[Na+]. Product: [CH:1]1([C:7]2[C:8]3[CH:9]=[CH:10][C:11]([C:26]([O:28][CH3:29])=[O:27])=[CH:12][C:13]=3[N:14]3[C:21]=2[C:20]2[CH:22]=[CH:23][CH:24]=[CH:25][C:19]=2[N:18]([CH3:31])[CH2:17][CH2:16][CH2:15]3)[CH2:2][CH2:3][CH2:4][CH2:5][CH2:6]1. The catalyst class is: 25.